From a dataset of M1 muscarinic receptor antagonist screen with 61,756 compounds. Binary Classification. Given a drug SMILES string, predict its activity (active/inactive) in a high-throughput screening assay against a specified biological target. The compound is O1C(CCC1)CNc1oc(nc1C#N)c1ccc(OC)cc1. The result is 0 (inactive).